From a dataset of NCI-60 drug combinations with 297,098 pairs across 59 cell lines. Regression. Given two drug SMILES strings and cell line genomic features, predict the synergy score measuring deviation from expected non-interaction effect. Drug 1: C1=CN(C(=O)N=C1N)C2C(C(C(O2)CO)O)O.Cl. Drug 2: CC1=C(C=C(C=C1)NC(=O)C2=CC=C(C=C2)CN3CCN(CC3)C)NC4=NC=CC(=N4)C5=CN=CC=C5. Cell line: UACC-257. Synergy scores: CSS=6.66, Synergy_ZIP=-4.07, Synergy_Bliss=0.0587, Synergy_Loewe=-3.38, Synergy_HSA=0.315.